From a dataset of Forward reaction prediction with 1.9M reactions from USPTO patents (1976-2016). Predict the product of the given reaction. (1) Given the reactants CC1C=CC(S(O[CH2:12][C@H:13]2[CH2:22][CH2:21][C:20]3[C:15](=[C:16]([C:24]4[CH:29]=[CH:28][C:27]([Cl:30])=[CH:26][C:25]=4[CH3:31])[C:17]([F:23])=[CH:18][CH:19]=3)[O:14]2)(=O)=O)=CC=1.[N-:32]=[N+:33]=[N-:34].[Na+], predict the reaction product. The product is: [N:32]([CH2:12][C@H:13]1[CH2:22][CH2:21][C:20]2[C:15](=[C:16]([C:24]3[CH:29]=[CH:28][C:27]([Cl:30])=[CH:26][C:25]=3[CH3:31])[C:17]([F:23])=[CH:18][CH:19]=2)[O:14]1)=[N+:33]=[N-:34]. (2) Given the reactants [Cl:1][C:2]1[CH:7]=[CH:6][C:5]([CH:8]([C:20]2[CH:28]=[CH:27][C:23]([C:24]([OH:26])=[O:25])=[CH:22][CH:21]=2)[CH2:9][C:10]([C:12]2[CH:17]=[CH:16][C:15](=[O:18])[N:14]([CH3:19])[CH:13]=2)=O)=[C:4]([CH3:29])[CH:3]=1.Cl.[NH2:31][OH:32].C(=O)([O-])O.[Na+], predict the reaction product. The product is: [Cl:1][C:2]1[CH:7]=[CH:6][C:5]([CH:8]([C:20]2[CH:28]=[CH:27][C:23]([C:24]([OH:26])=[O:25])=[CH:22][CH:21]=2)[CH2:9]/[C:10](=[N:31]\[OH:32])/[C:12]2[CH:17]=[CH:16][C:15](=[O:18])[N:14]([CH3:19])[CH:13]=2)=[C:4]([CH3:29])[CH:3]=1.